Dataset: Reaction yield outcomes from USPTO patents with 853,638 reactions. Task: Predict the reaction yield, written as a fraction of the theoretical maximum amount of product (1.0 means a 100% yield; for example, 0.34 means a 34% yield). (1) The reactants are [CH3:1][N:2]1[C:6]([C:7]2[CH:8]=[C:9]([C:13]([O:15]C)=[O:14])[O:10][C:11]=2[CH3:12])=[C:5]([CH3:17])[CH:4]=[N:3]1.[OH-].[Na+]. The catalyst is O1CCCC1. The product is [CH3:1][N:2]1[C:6]([C:7]2[CH:8]=[C:9]([C:13]([OH:15])=[O:14])[O:10][C:11]=2[CH3:12])=[C:5]([CH3:17])[CH:4]=[N:3]1. The yield is 0.940. (2) The reactants are [CH3:1][C:2]1[CH:3]=[C:4]([NH:9][C:10](=[O:12])[CH3:11])[CH:5]=[C:6]([CH3:8])[CH:7]=1.[Cl:13][CH2:14][C:15](Cl)=[O:16].[Al+3].[Cl-].[Cl-].[Cl-]. The catalyst is C(=S)=S. The product is [Cl:13][CH2:14][C:15]([C:7]1[C:6]([CH3:8])=[CH:5][C:4]([NH:9][C:10](=[O:12])[CH3:11])=[CH:3][C:2]=1[CH3:1])=[O:16]. The yield is 0.579. (3) The reactants are NC1(C2C=CC(C3C(=O)C4C(=CC=C(F)C=4)OC=3C3C=CC=CC=3)=CC=2)CCC1.[Br:30][C:31]1[CH:32]=[CH:33][CH:34]=[C:35]2[C:40]=1[O:39][C:38]([C:41]1[CH:46]=[CH:45][CH:44]=[CH:43][CH:42]=1)=[C:37]([C:47]1[CH:52]=[CH:51][C:50]([C:53]3([NH:57]S(C(C)(C)C)=O)[CH2:56][O:55][CH2:54]3)=[CH:49][CH:48]=1)[C:36]2=[O:64]. No catalyst specified. The product is [NH2:57][C:53]1([C:50]2[CH:51]=[CH:52][C:47]([C:37]3[C:36](=[O:64])[C:35]4[C:40](=[C:31]([Br:30])[CH:32]=[CH:33][CH:34]=4)[O:39][C:38]=3[C:41]3[CH:42]=[CH:43][CH:44]=[CH:45][CH:46]=3)=[CH:48][CH:49]=2)[CH2:56][O:55][CH2:54]1. The yield is 0.340. (4) The reactants are [CH3:1][O:2][C:3]1[CH:4]=[C:5]([CH2:10][CH2:11][OH:12])[CH:6]=[C:7]([CH3:9])[CH:8]=1.[Br:13][C:14]1[C:15](O)=[C:16]([CH:21]=[CH:22][CH:23]=1)[C:17]([O:19][CH3:20])=[O:18].C1C=CC(P(C2C=CC=CC=2)C2C=CC=CC=2)=CC=1.N(C(OCC)=O)=NC(OCC)=O. The product is [Br:13][C:14]1[C:15]([O:12][CH2:11][CH2:10][C:5]2[CH:6]=[C:7]([CH3:9])[CH:8]=[C:3]([O:2][CH3:1])[CH:4]=2)=[C:16]([CH:21]=[CH:22][CH:23]=1)[C:17]([O:19][CH3:20])=[O:18]. The catalyst is C1COCC1. The yield is 0.980. (5) The reactants are COC([CH:5]1[N:10]([C:11]2[CH:16]=[CH:15][C:14]([C:17]([F:20])([F:19])[F:18])=[CH:13][N:12]=2)[CH2:9][CH2:8][N:7](C(OC(C)(C)C)=O)[CH2:6]1)=O.[C:28]([OH:34])(C(F)(F)F)=[O:29].[CH2:35](Cl)Cl. The catalyst is C(Cl)Cl. The product is [CH3:35][O:34][C:28]([C@H:6]1[CH2:5][N:10]([C:11]2[CH:16]=[CH:15][C:14]([C:17]([F:18])([F:19])[F:20])=[CH:13][N:12]=2)[CH2:9][CH2:8][NH:7]1)=[O:29]. The yield is 0.940. (6) The reactants are Br[C:2]1[N:3]=[C:4]2[C:10]([CH3:11])=[CH:9][N:8]([CH2:12][O:13][CH2:14][CH2:15][Si:16]([CH3:19])([CH3:18])[CH3:17])[C:5]2=[N:6][CH:7]=1.[C:20](=[NH:33])([C:27]1[CH:32]=[CH:31][CH:30]=[CH:29][CH:28]=1)[C:21]1[CH:26]=[CH:25][CH:24]=[CH:23][CH:22]=1.C([O-])([O-])=O.[Cs+].[Cs+].C1C=CC(P(C2C(C3C(P(C4C=CC=CC=4)C4C=CC=CC=4)=CC=C4C=3C=CC=C4)=C3C(C=CC=C3)=CC=2)C2C=CC=CC=2)=CC=1. The catalyst is C1COCC1.CC([O-])=O.CC([O-])=O.[Pd+2]. The product is [C:20](=[N:33][C:2]1[N:3]=[C:4]2[C:10]([CH3:11])=[CH:9][N:8]([CH2:12][O:13][CH2:14][CH2:15][Si:16]([CH3:19])([CH3:18])[CH3:17])[C:5]2=[N:6][CH:7]=1)([C:27]1[CH:28]=[CH:29][CH:30]=[CH:31][CH:32]=1)[C:21]1[CH:26]=[CH:25][CH:24]=[CH:23][CH:22]=1. The yield is 0.200.